Dataset: Forward reaction prediction with 1.9M reactions from USPTO patents (1976-2016). Task: Predict the product of the given reaction. (1) Given the reactants Cl[C:2]1[CH:3]=[C:4]2[C:10]([CH3:12])([CH3:11])[C:9]([CH3:13])=[N:8][C:5]2=[N:6][CH:7]=1.N(C1C=CC=CN=1)N, predict the reaction product. The product is: [CH3:13][C:9]1[C:10]([CH3:12])([CH3:11])[C:4]2[C:5]([N:8]=1)=[N:6][CH:7]=[CH:2][CH:3]=2. (2) Given the reactants [CH:1]1([C:7]2[CH:12]=[CH:11][CH:10]=[CH:9][C:8]=2[C:13]([F:16])([F:15])[F:14])[CH2:6][CH2:5][CH2:4][CH2:3][CH2:2]1.OS(O)(=O)=O.[Br:22]N1C(C)(C)C(=O)N(Br)C1=O, predict the reaction product. The product is: [Br:22][C:10]1[CH:11]=[CH:12][C:7]([CH:1]2[CH2:2][CH2:3][CH2:4][CH2:5][CH2:6]2)=[C:8]([C:13]([F:14])([F:15])[F:16])[CH:9]=1. (3) Given the reactants [CH3:1][S:2]([NH2:5])(=[O:4])=[O:3].[H-].[Na+].[CH3:8][O:9][C:10]1[CH:11]=[C:12]([CH:16]2[CH2:25][C:24]([CH3:27])([CH3:26])[C:23]3[C:18](=[CH:19][CH:20]=[C:21]([C:28](O)=[O:29])[CH:22]=3)[NH:17]2)[CH:13]=[CH:14][CH:15]=1.C(N1C=CN=C1)(N1C=CN=C1)=O, predict the reaction product. The product is: [CH3:8][O:9][C:10]1[CH:11]=[C:12]([CH:16]2[CH2:25][C:24]([CH3:27])([CH3:26])[C:23]3[C:18](=[CH:19][CH:20]=[C:21]([C:28]([NH:5][S:2]([CH3:1])(=[O:4])=[O:3])=[O:29])[CH:22]=3)[NH:17]2)[CH:13]=[CH:14][CH:15]=1. (4) Given the reactants [C:1]([C:5]1[N:10]=[CH:9][N:8]=[C:7]([N:11]2[CH:15]([OH:16])[CH:14]([OH:17])[N:13]([CH3:18])[C:12]2=[O:19])[CH:6]=1)([CH3:4])([CH3:3])[CH3:2].S(=O)(=O)(O)O.C(Cl)Cl.[CH2:28](O)[CH3:29], predict the reaction product. The product is: [C:1]([C:5]1[N:10]=[CH:9][N:8]=[C:7]([N:11]2[CH:15]([OH:16])[CH:14]([O:17][CH2:28][CH3:29])[N:13]([CH3:18])[C:12]2=[O:19])[CH:6]=1)([CH3:4])([CH3:2])[CH3:3]. (5) Given the reactants Cl[C:2]1[CH:3]=[C:4]([C:8]2[C:13]3[S:14][C:15]4[CH:20]=[CH:19][CH:18]=[CH:17][C:16]=4[C:12]=3[CH:11]=[CH:10][CH:9]=2)[CH:5]=[CH:6][CH:7]=1.[CH:21]1[C:26]2[NH:27][C:28]3[C:29](=[CH:30][CH:31]=[C:32]4[C:40]=3[NH:39][C:38]3[C:33]4=[CH:34][CH:35]=[CH:36][CH:37]=3)[C:25]=2[CH:24]=[CH:23][CH:22]=1.CC(C)([O-])C.[Na+].C(P(C(C)(C)C)C(C)(C)C)(C)(C)C, predict the reaction product. The product is: [CH:11]1[C:12]2[C:16]3[CH:17]=[CH:18][CH:19]=[CH:20][C:15]=3[S:14][C:13]=2[C:8]([C:4]2[CH:3]=[C:2]([N:27]3[C:28]4[C:29](=[CH:30][CH:31]=[C:32]5[C:33]6[CH:34]=[CH:35][CH:36]=[CH:37][C:38]=6[NH:39][C:40]5=4)[C:25]4[C:26]3=[CH:21][CH:22]=[CH:23][CH:24]=4)[CH:7]=[CH:6][CH:5]=2)=[CH:9][CH:10]=1. (6) Given the reactants O.C1C2C(=CC=CC=2)C=C(C(O)=O)N=1.CN(C(ON1N=NC2C=CC=CC1=2)=[N+](C)C)C.F[P-](F)(F)(F)(F)F.COC(C1C=CC2NC(N)=NC=2C=1)=O.[CH3:53][O:54][C:55]([C:57]1[CH:78]=[CH:77][C:60]2[NH:61][C:62]([NH:64][C:65]([C:67]3[N:68]=[CH:69][C:70]4[C:75]([CH:76]=3)=[CH:74][CH:73]=[CH:72][CH:71]=4)=[O:66])=[N:63][C:59]=2[CH:58]=1)=[O:56], predict the reaction product. The product is: [CH3:53][O:54][C:55]([C:57]1[CH:78]=[CH:77][C:60]2[NH:61][C:62]([NH:64][C:65]([C:67]3[N:68]=[CH:69][C:70]4[C:75]([CH:76]=3)=[CH:74][CH:73]=[CH:72][CH:71]=4)=[O:66])=[N:63][C:59]=2[CH:58]=1)=[O:56].[CH:69]1[C:70]2[C:75](=[CH:74][CH:73]=[CH:72][CH:71]=2)[CH:76]=[C:67]([C:65]([NH:64][C:62]2[NH:61][C:60]3[CH:77]=[CH:78][C:57]([C:55]([OH:56])=[O:54])=[CH:58][C:59]=3[N:63]=2)=[O:66])[N:68]=1.